This data is from Full USPTO retrosynthesis dataset with 1.9M reactions from patents (1976-2016). The task is: Predict the reactants needed to synthesize the given product. (1) The reactants are: [C:1]([O:5][C:6]([N:8]1[CH2:13][CH2:12][CH2:11][CH:10]([OH:14])[CH2:9]1)=[O:7])([CH3:4])([CH3:3])[CH3:2].C(=O)(O)[O-].[Na+].C(OC(OC(C)(C)C)=O)(OC(C)(C)C)=O. Given the product [C:1]([O:5][C:6]([N:8]1[CH2:13][CH2:12][CH2:11][C@H:10]([OH:14])[CH2:9]1)=[O:7])([CH3:4])([CH3:2])[CH3:3], predict the reactants needed to synthesize it. (2) Given the product [C:2]([C:4]1([NH:7][C:8]([C@@H:10]2[CH2:14][C@@H:13]([S:15]([C:18]3[CH:23]=[CH:22][CH:21]=[CH:20][C:19]=3[Cl:24])(=[O:17])=[O:16])[CH2:12][N:11]2[CH2:32][CH2:31][C:25]2[CH:30]=[CH:29][CH:28]=[CH:27][CH:26]=2)=[O:9])[CH2:6][CH2:5]1)#[N:3], predict the reactants needed to synthesize it. The reactants are: Cl.[C:2]([C:4]1([NH:7][C:8]([C@@H:10]2[CH2:14][C@@H:13]([S:15]([C:18]3[CH:23]=[CH:22][CH:21]=[CH:20][C:19]=3[Cl:24])(=[O:17])=[O:16])[CH2:12][NH:11]2)=[O:9])[CH2:6][CH2:5]1)#[N:3].[C:25]1([CH2:31][CH:32]=O)[CH:30]=[CH:29][CH:28]=[CH:27][CH:26]=1. (3) Given the product [CH3:16][N:8]([CH:9]1[CH2:10][CH2:11][CH:12]([NH:15][CH2:20][C:19]2[CH:22]=[C:23]([C:26]3[CH:31]=[CH:30][N:29]=[CH:28][CH:27]=3)[CH:24]=[CH:25][C:18]=2[CH3:17])[CH2:13][CH2:14]1)[C:1](=[O:2])[O:3][C:4]([CH3:7])([CH3:6])[CH3:5], predict the reactants needed to synthesize it. The reactants are: [C:1]([N:8]([CH3:16])[C@H:9]1[CH2:14][CH2:13][C@H:12]([NH2:15])[CH2:11][CH2:10]1)([O:3][C:4]([CH3:7])([CH3:6])[CH3:5])=[O:2].[CH3:17][C:18]1[CH:25]=[CH:24][C:23]([C:26]2[CH:31]=[CH:30][N:29]=[CH:28][CH:27]=2)=[CH:22][C:19]=1[CH:20]=O. (4) Given the product [NH2:1][C:2]1[CH:3]=[C:4]([CH:8]=[C:9]([CH2:11][CH:12]([CH3:14])[CH3:13])[CH:10]=1)[C:5]([OH:7])=[O:6], predict the reactants needed to synthesize it. The reactants are: [NH2:1][C:2]1[CH:3]=[C:4]([CH:8]=[C:9]([CH:11]=[C:12]([CH3:14])[CH3:13])[CH:10]=1)[C:5]([OH:7])=[O:6]. (5) Given the product [CH2:12]([O:16][C:17]1[C:22]([F:23])=[C:21]([N:7]2[CH2:8][CH2:9][CH2:10][C:5]([CH3:11])([CH3:4])[CH2:6]2)[N:20]=[CH:19][N:18]=1)[C:13]#[C:14][CH3:15], predict the reactants needed to synthesize it. The reactants are: [H-].[Na+].Cl.[CH3:4][C:5]1([CH3:11])[CH2:10][CH2:9][CH2:8][NH:7][CH2:6]1.[CH2:12]([O:16][C:17]1[C:22]([F:23])=[C:21](Cl)[N:20]=[CH:19][N:18]=1)[C:13]#[C:14][CH3:15].[Cl-].[NH4+]. (6) The reactants are: C([Li])CCC.[NH:6]1[C:14]2[C:9](=[CH:10][CH:11]=[CH:12][CH:13]=2)[C:8]([C:15]([OH:17])=[O:16])=[N:7]1.O1C2C=CC=CC=2N=C1[C:27]1[C:36]2[C:31](=[CH:32][C:33]([O:39][CH3:40])=[C:34]([O:37][CH3:38])[CH:35]=2)[N:30]=[N:29][CH:28]=1.C(N(CC)CC)C. Given the product [CH3:38][O:37][C:34]1[CH:35]=[C:36]2[C:31](=[CH:32][C:33]=1[O:39][CH3:40])[N:30]=[N:29][CH:28]=[C:27]2[N:6]1[C:14]2[C:9](=[CH:10][CH:11]=[CH:12][CH:13]=2)[C:8]([C:15]([OH:17])=[O:16])=[N:7]1, predict the reactants needed to synthesize it. (7) Given the product [NH2:5][C:4]1[S:3][CH:1]=[CH:2][C:6]=1[C:7]([NH2:9])=[O:8], predict the reactants needed to synthesize it. The reactants are: [CH:1](=[S:3])[CH3:2].[C:4]([CH2:6][C:7]([NH2:9])=[O:8])#[N:5].